From a dataset of NCI-60 drug combinations with 297,098 pairs across 59 cell lines. Regression. Given two drug SMILES strings and cell line genomic features, predict the synergy score measuring deviation from expected non-interaction effect. (1) Drug 1: CC1=C(C=C(C=C1)NC(=O)C2=CC=C(C=C2)CN3CCN(CC3)C)NC4=NC=CC(=N4)C5=CN=CC=C5. Drug 2: CC1=C(C=C(C=C1)C(=O)NC2=CC(=CC(=C2)C(F)(F)F)N3C=C(N=C3)C)NC4=NC=CC(=N4)C5=CN=CC=C5. Cell line: MDA-MB-231. Synergy scores: CSS=-11.4, Synergy_ZIP=4.04, Synergy_Bliss=-1.21, Synergy_Loewe=-21.4, Synergy_HSA=-15.3. (2) Drug 1: C1=NNC2=C1C(=O)NC=N2. Drug 2: COC1=C2C(=CC3=C1OC=C3)C=CC(=O)O2. Cell line: NCI-H522. Synergy scores: CSS=4.67, Synergy_ZIP=0.440, Synergy_Bliss=3.81, Synergy_Loewe=-0.540, Synergy_HSA=1.17. (3) Drug 1: CN1CCC(CC1)COC2=C(C=C3C(=C2)N=CN=C3NC4=C(C=C(C=C4)Br)F)OC. Drug 2: CCC1=CC2CC(C3=C(CN(C2)C1)C4=CC=CC=C4N3)(C5=C(C=C6C(=C5)C78CCN9C7C(C=CC9)(C(C(C8N6C)(C(=O)OC)O)OC(=O)C)CC)OC)C(=O)OC.C(C(C(=O)O)O)(C(=O)O)O. Cell line: UO-31. Synergy scores: CSS=23.6, Synergy_ZIP=-8.41, Synergy_Bliss=-1.71, Synergy_Loewe=1.72, Synergy_HSA=2.22. (4) Cell line: LOX IMVI. Drug 1: CCN(CC)CCNC(=O)C1=C(NC(=C1C)C=C2C3=C(C=CC(=C3)F)NC2=O)C. Synergy scores: CSS=1.43, Synergy_ZIP=-0.333, Synergy_Bliss=1.55, Synergy_Loewe=0.153, Synergy_HSA=0.950. Drug 2: CN1C2=C(C=C(C=C2)N(CCCl)CCCl)N=C1CCCC(=O)O.Cl.